Dataset: Reaction yield outcomes from USPTO patents with 853,638 reactions. Task: Predict the reaction yield, written as a fraction of the theoretical maximum amount of product (1.0 means a 100% yield; for example, 0.34 means a 34% yield). (1) The reactants are C[Si](C)(C)[O:3][C:4]([C:6]1[CH:11]=[CH:10][C:9]([N:12]2[CH:16]=[N:15][CH:14]=[N:13]2)=[CH:8][CH:7]=1)=[CH2:5].Br[CH:20]([C:25]1[CH:30]=[C:29]([Cl:31])[CH:28]=[C:27]([Cl:32])[CH:26]=1)[C:21]([F:24])([F:23])[F:22].N1C=CC=CC=1C1C=CC=CN=1. The catalyst is ClC1C=CC=CC=1Cl.Cl[Cu]. The product is [N:12]1([C:9]2[CH:10]=[CH:11][C:6]([C:4](=[O:5])[CH2:3][CH:20]([C:25]3[CH:26]=[C:27]([Cl:32])[CH:28]=[C:29]([Cl:31])[CH:30]=3)[C:21]([F:24])([F:23])[F:22])=[CH:7][CH:8]=2)[CH:16]=[N:15][CH:14]=[N:13]1. The yield is 0.310. (2) The reactants are [CH:1]1([N:4]2[C:8]([NH2:9])=[CH:7][CH:6]=[N:5]2)[CH2:3][CH2:2]1.[I:10]N1C(=O)CCC1=O.S(=O)(O)[O-].[Na+]. The catalyst is CN(C)C=O. The product is [CH:1]1([N:4]2[C:8]([NH2:9])=[C:7]([I:10])[CH:6]=[N:5]2)[CH2:3][CH2:2]1. The yield is 0.480. (3) The reactants are [N+:1]([C:4]1[CH:5]=[C:6]([OH:10])[CH:7]=[CH:8][CH:9]=1)([O-:3])=[O:2].C([O-])([O-])=O.[K+].[K+].Br[CH2:18][CH2:19][Cl:20]. The catalyst is CC(=O)CC.CCOC(C)=O.O. The product is [N+:1]([C:4]1[CH:5]=[C:6]([O:10][CH2:18][CH2:19][Cl:20])[CH:7]=[CH:8][CH:9]=1)([O-:3])=[O:2]. The yield is 0.580. (4) The reactants are [N:1]1[CH:6]=[CH:5][CH:4]=[C:3]([NH:7][C:8](=[O:15])OCC(Cl)(Cl)Cl)[N:2]=1.Cl.Cl.[C:18]1([C:24]2[CH:29]=[N:28][CH:27]=[C:26]([N:30]3[CH2:35][CH2:34][NH:33][CH2:32][CH2:31]3)[N:25]=2)[CH:23]=[CH:22][CH:21]=[CH:20][CH:19]=1. No catalyst specified. The product is [C:18]1([C:24]2[N:25]=[C:26]([N:30]3[CH2:35][CH2:34][N:33]([C:8]([NH:7][C:3]4[N:2]=[N:1][CH:6]=[CH:5][CH:4]=4)=[O:15])[CH2:32][CH2:31]3)[CH:27]=[N:28][CH:29]=2)[CH:19]=[CH:20][CH:21]=[CH:22][CH:23]=1. The yield is 0.570. (5) The reactants are [CH3:1][N:2]([CH3:39])[C:3]([C:5]1[CH:10]=[C:9]([C:11]2[CH:12]=[C:13]3[C:19]([C:20]4[CH:25]=[CH:24][CH:23]=[CH:22][C:21]=4[O:26][CH3:27])=[CH:18][N:17](S(C4C=CC(C)=CC=4)(=O)=O)[C:14]3=[N:15][CH:16]=2)[N:8]=[N:7][C:6]=1[NH2:38])=[O:4].CN(C)C=O.[OH-].[K+]. The catalyst is CO. The product is [CH3:39][N:2]([CH3:1])[C:3]([C:5]1[CH:10]=[C:9]([C:11]2[CH:12]=[C:13]3[C:19]([C:20]4[CH:25]=[CH:24][CH:23]=[CH:22][C:21]=4[O:26][CH3:27])=[CH:18][NH:17][C:14]3=[N:15][CH:16]=2)[N:8]=[N:7][C:6]=1[NH2:38])=[O:4]. The yield is 0.141. (6) The reactants are Br[C:2]1[C:3]([NH2:10])=[N:4][C:5]([CH3:9])=[C:6]([Cl:8])[CH:7]=1.[Li]CCCC.[CH3:16][S:17]SC.O. The catalyst is O1CCCC1. The product is [Cl:8][C:6]1[CH:7]=[C:2]([S:17][CH3:16])[C:3]([NH2:10])=[N:4][C:5]=1[CH3:9]. The yield is 0.618. (7) The reactants are [NH:1]1[CH2:5][CH2:4][CH2:3][C@H:2]1[C:6]([O:8]C(C)(C)C)=[O:7].C([O-])([O-])=O.[Na+].[Na+].[CH3:19][C:20]([O:23][C:24](O[C:24]([O:23][C:20]([CH3:22])([CH3:21])[CH3:19])=[O:25])=[O:25])([CH3:22])[CH3:21]. The catalyst is C1COCC1.O. The yield is 0.860. The product is [C:20]([O:23][C:24]([N:1]1[CH2:5][CH2:4][CH2:3][C@H:2]1[C:6]([OH:8])=[O:7])=[O:25])([CH3:22])([CH3:21])[CH3:19]. (8) The reactants are [Cl:1][C:2]1[C:10]([Cl:11])=[C:9]([CH3:12])[CH:8]=[CH:7][C:3]=1[C:4](O)=[O:5].S(Cl)([Cl:15])=O. The catalyst is C1(C)C=CC=CC=1. The product is [Cl:1][C:2]1[C:10]([Cl:11])=[C:9]([CH3:12])[CH:8]=[CH:7][C:3]=1[C:4]([Cl:15])=[O:5]. The yield is 1.00. (9) The reactants are [ClH:1].[NH2:2][C:3]1[N:8]=[C:7]([NH:9][C:10]2[CH:11]=[C:12]([CH:25]=[CH:26][CH:27]=2)[C:13]([NH:15][C:16]2[CH:21]=[CH:20][C:19]([N+:22]([O-])=O)=[CH:18][CH:17]=2)=[O:14])[CH:6]=[C:5]([CH3:28])[N:4]=1. The catalyst is [Pd].CO. The product is [ClH:1].[NH2:2][C:3]1[N:8]=[C:7]([NH:9][C:10]2[CH:11]=[C:12]([CH:25]=[CH:26][CH:27]=2)[C:13]([NH:15][C:16]2[CH:21]=[CH:20][C:19]([NH2:22])=[CH:18][CH:17]=2)=[O:14])[CH:6]=[C:5]([CH3:28])[N:4]=1. The yield is 0.580.